Task: Predict the product of the given reaction.. Dataset: Forward reaction prediction with 1.9M reactions from USPTO patents (1976-2016) Given the reactants [CH3:1][O:2][C:3](=[O:18])[C:4]1[CH:9]=[C:8]([C:10]2[CH:15]=[CH:14][C:13]([CH3:16])=[CH:12][N:11]=2)[CH:7]=[C:6](I)[CH:5]=1.[CH:19]([C:22]1[NH:23][CH:24]=[CH:25][N:26]=1)([CH3:21])[CH3:20].C([O-])([O-])=O.[K+].[K+], predict the reaction product. The product is: [CH3:1][O:2][C:3](=[O:18])[C:4]1[CH:9]=[C:8]([C:10]2[CH:15]=[CH:14][C:13]([CH3:16])=[CH:12][N:11]=2)[CH:7]=[C:6]([N:23]2[CH:24]=[CH:25][N:26]=[C:22]2[CH:19]([CH3:21])[CH3:20])[CH:5]=1.